Dataset: Catalyst prediction with 721,799 reactions and 888 catalyst types from USPTO. Task: Predict which catalyst facilitates the given reaction. (1) Reactant: [Cl:1][C:2]1[N:3]=[C:4]([N:13]2[CH2:18][CH2:17][O:16][CH2:15][CH2:14]2)[C:5]2[S:10][C:9]([CH:11]=O)=[CH:8][C:6]=2[N:7]=1.[NH:19]1[CH2:22][CH:21]([N:23]2[CH2:28][CH2:27][CH:26]([OH:29])[CH2:25][CH2:24]2)[CH2:20]1.C(O[BH-](OC(=O)C)OC(=O)C)(=O)C.[Na+]. Product: [Cl:1][C:2]1[N:3]=[C:4]([N:13]2[CH2:18][CH2:17][O:16][CH2:15][CH2:14]2)[C:5]2[S:10][C:9]([CH2:11][N:19]3[CH2:22][CH:21]([N:23]4[CH2:28][CH2:27][CH:26]([OH:29])[CH2:25][CH2:24]4)[CH2:20]3)=[CH:8][C:6]=2[N:7]=1. The catalyst class is: 26. (2) Reactant: [CH:1]1([CH2:4][O:5][C:6]2[CH:7]=[C:8]([CH:37]=[CH:38][CH:39]=2)[O:9][C:10]2[CH:15]=[CH:14][C:13]([NH:16][C:17]3[C:18]4[N:25]([CH2:26][CH2:27][NH:28]C(=O)OC(C)(C)C)[CH:24]=[CH:23][C:19]=4[N:20]=[CH:21][N:22]=3)=[CH:12][C:11]=2[CH3:36])[CH2:3][CH2:2]1.[ClH:40]. Product: [ClH:40].[ClH:40].[NH2:28][CH2:27][CH2:26][N:25]1[C:18]2[C:17]([NH:16][C:13]3[CH:14]=[CH:15][C:10]([O:9][C:8]4[CH:37]=[CH:38][CH:39]=[C:6]([O:5][CH2:4][CH:1]5[CH2:3][CH2:2]5)[CH:7]=4)=[C:11]([CH3:36])[CH:12]=3)=[N:22][CH:21]=[N:20][C:19]=2[CH:23]=[CH:24]1. The catalyst class is: 8.